From a dataset of Peptide-MHC class I binding affinity with 185,985 pairs from IEDB/IMGT. Regression. Given a peptide amino acid sequence and an MHC pseudo amino acid sequence, predict their binding affinity value. This is MHC class I binding data. (1) The peptide sequence is FKNSVFYSV. The MHC is HLA-B40:01 with pseudo-sequence HLA-B40:01. The binding affinity (normalized) is 0.0847. (2) The peptide sequence is IPMSIISFF. The MHC is H-2-Kd with pseudo-sequence H-2-Kd. The binding affinity (normalized) is 0.153. (3) The peptide sequence is RMRRAEPAA. The MHC is HLA-A02:03 with pseudo-sequence HLA-A02:03. The binding affinity (normalized) is 0.300.